This data is from Reaction yield outcomes from USPTO patents with 853,638 reactions. The task is: Predict the reaction yield, written as a fraction of the theoretical maximum amount of product (1.0 means a 100% yield; for example, 0.34 means a 34% yield). The reactants are [CH2:1]([O:3][C:4]1[CH:5]=[C:6]([CH:10]=[CH:11][C:12]=1[O:13][CH2:14][C:15]1[CH:16]=[N:17][C:18]([O:21][CH3:22])=[CH:19][CH:20]=1)[CH:7]=[N:8]O)[CH3:2]. The catalyst is C(O)(=O)C.C(OCC)(=O)C.[Zn]. The product is [CH2:1]([O:3][C:4]1[CH:5]=[C:6]([CH2:7][NH2:8])[CH:10]=[CH:11][C:12]=1[O:13][CH2:14][C:15]1[CH:16]=[N:17][C:18]([O:21][CH3:22])=[CH:19][CH:20]=1)[CH3:2]. The yield is 0.950.